Dataset: Reaction yield outcomes from USPTO patents with 853,638 reactions. Task: Predict the reaction yield, written as a fraction of the theoretical maximum amount of product (1.0 means a 100% yield; for example, 0.34 means a 34% yield). (1) The reactants are [O:1]1[CH2:6][CH2:5][CH2:4][CH2:3][CH:2]1[O:7][C:8]1[CH:20]=[CH:19][C:11]([O:12]C2CCCCO2)=[CH:10][CH:9]=1.[O:21]1[CH:26]=[CH:25][CH2:24][CH2:23][CH2:22]1.C1(C)C=CC(S([O-])(=O)=O)=CC=1.[NH+]1C=CC=CC=1.C1(C=CC(O)=CC=1)O. The catalyst is C(Cl)Cl. The product is [C:8]1([CH:20]=[CH:19][C:11]([OH:12])=[CH:10][CH:9]=1)[OH:7].[O:1]1[CH2:6][CH2:5][CH2:4][CH2:3][CH2:2]1.[O:21]1[CH2:26][CH2:25][CH2:24][CH2:23][CH2:22]1. The yield is 0.750. (2) The reactants are Br[C:2]1[CH:10]=[CH:9][C:5]([C:6]([OH:8])=[O:7])=[C:4]([O:11][C:12]([F:15])([F:14])[F:13])[CH:3]=1.[CH:16]([B-](F)(F)F)=[CH2:17].[K+].C(=O)([O-])[O-].[K+].[K+]. The catalyst is CS(C)=O.O. The product is [F:13][C:12]([F:15])([F:14])[O:11][C:4]1[CH:3]=[C:2]([CH:16]=[CH2:17])[CH:10]=[CH:9][C:5]=1[C:6]([OH:8])=[O:7]. The yield is 0.470. (3) The reactants are N1C(Cl)=NC(Cl)=NC=1[Cl:3].CN(C)C=O.[Cl:15][C:16]1[C:17]([CH3:33])=[C:18]([C:24]([O:30][CH2:31][CH3:32])=[C:25]([CH:27](O)[CH3:28])[CH:26]=1)[C:19]([NH:21][CH2:22][CH3:23])=[O:20]. The catalyst is C(Cl)Cl. The product is [Cl:15][C:16]1[C:17]([CH3:33])=[C:18]([C:24]([O:30][CH2:31][CH3:32])=[C:25]([CH:27]([Cl:3])[CH3:28])[CH:26]=1)[C:19]([NH:21][CH2:22][CH3:23])=[O:20]. The yield is 0.760. (4) The reactants are [CH3:1][N:2]1[C@@H:11]([C@H:12]2[O:21][C:19](=[O:20])[C:18]3[C:17]([O:22][CH3:23])=[C:16]([O:24][CH3:25])[CH:15]=[CH:14][C:13]2=3)[C:10]2[C:9]([O:26][CH3:27])=[C:8]3[O:28][CH2:29][O:30][C:7]3=[CH:6][C:5]=2[CH2:4][CH2:3]1.[BrH:31].O.[Br]. The product is [CH3:1][N:2]1[C@@H:11]([C@H:12]2[O:21][C:19](=[O:20])[C:18]3[C:17]([O:22][CH3:23])=[C:16]([O:24][CH3:25])[CH:15]=[CH:14][C:13]2=3)[C:10]2[C:9]([O:26][CH3:27])=[C:8]3[O:28][CH2:29][O:30][C:7]3=[C:6]([Br:31])[C:5]=2[CH2:4][CH2:3]1. No catalyst specified. The yield is 0.820. (5) The reactants are [CH2:1]([O:3][CH2:4][CH2:5][O:6][C:7]1[CH:12]=[C:11]([CH3:13])[C:10]([C:14]2[CH:19]=[CH:18][CH:17]=[C:16]([CH2:20][NH:21][C:22]3[CH:27]=[CH:26][C:25]([CH2:28][CH2:29][C:30]([OH:32])=[O:31])=[C:24]([F:33])[CH:23]=3)[CH:15]=2)=[C:9]([CH3:34])[CH:8]=1)[CH3:2].O.[C:36]1([S:42]([OH:45])(=[O:44])=[O:43])[CH:41]=[CH:40][CH:39]=[CH:38][CH:37]=1. The catalyst is C(OCC)C.C(OCC)(=O)C. The product is [C:36]1([S:42]([OH:45])(=[O:44])=[O:43])[CH:41]=[CH:40][CH:39]=[CH:38][CH:37]=1.[CH2:1]([O:3][CH2:4][CH2:5][O:6][C:7]1[CH:12]=[C:11]([CH3:13])[C:10]([C:14]2[CH:19]=[CH:18][CH:17]=[C:16]([CH2:20][NH:21][C:22]3[CH:27]=[CH:26][C:25]([CH2:28][CH2:29][C:30]([OH:32])=[O:31])=[C:24]([F:33])[CH:23]=3)[CH:15]=2)=[C:9]([CH3:34])[CH:8]=1)[CH3:2]. The yield is 0.950. (6) The reactants are [CH3:1][O:2][C:3](=[O:16])[C:4]1[CH:9]=[C:8](I)[C:7]([C:11]([F:14])([F:13])[F:12])=[CH:6][C:5]=1[NH2:15].[CH3:17][N:18]1[CH:22]=[CH:21][CH:20]=[C:19]1[Sn](CCCC)(CCCC)CCCC. The catalyst is O1CCOCC1. The product is [CH3:1][O:2][C:3](=[O:16])[C:4]1[CH:9]=[C:8]([C:19]2[N:18]([CH3:17])[CH:22]=[CH:21][CH:20]=2)[C:7]([C:11]([F:14])([F:13])[F:12])=[CH:6][C:5]=1[NH2:15]. The yield is 0.145. (7) The reactants are C[O:2][C:3](=[O:37])[CH2:4][C@H:5]([OH:36])[CH2:6][C@H:7]([OH:35])[CH:8]=[CH:9][C:10]1[N:11]([CH:32]([CH3:34])[CH3:33])[C:12]([C:28](=[O:31])[NH:29][CH3:30])=[C:13]([C:22]2[CH:27]=[CH:26][CH:25]=[CH:24][CH:23]=2)[C:14]=1[C:15]1[CH:20]=[CH:19][C:18]([F:21])=[CH:17][CH:16]=1.C(O)C.O.[OH-].[Na+:43]. The catalyst is CO.C(Cl)Cl. The product is [Na+:43].[F:21][C:18]1[CH:19]=[CH:20][C:15]([C:14]2[C:13]([C:22]3[CH:27]=[CH:26][CH:25]=[CH:24][CH:23]=3)=[C:12]([C:28](=[O:31])[NH:29][CH3:30])[N:11]([CH:32]([CH3:34])[CH3:33])[C:10]=2[CH:9]=[CH:8][C@@H:7]([OH:35])[CH2:6][C@@H:5]([OH:36])[CH2:4][C:3]([O-:37])=[O:2])=[CH:16][CH:17]=1. The yield is 0.980. (8) The reactants are [C:1]([C:4]1[C:9](=[O:10])[C:8]([O:11][CH3:12])=[CH:7][N:6]([C:13]2[CH:18]=[CH:17][C:16]([N:19]3[CH2:24][CH2:23][O:22][CH2:21][CH2:20]3)=[C:15]([F:25])[C:14]=2[F:26])[N:5]=1)(=O)[CH3:2].[CH3:27]OC(OC)N(C)C.[C:35]1([NH:41][NH2:42])[CH:40]=[CH:39][CH:38]=[CH:37][CH:36]=1. No catalyst specified. The product is [F:26][C:14]1[C:15]([F:25])=[C:16]([N:19]2[CH2:20][CH2:21][O:22][CH2:23][CH2:24]2)[CH:17]=[CH:18][C:13]=1[N:6]1[CH:7]=[C:8]([O:11][CH3:12])[C:9](=[O:10])[C:4]([C:1]2[N:41]([C:35]3[CH:40]=[CH:39][CH:38]=[CH:37][CH:36]=3)[N:42]=[CH:27][CH:2]=2)=[N:5]1. The yield is 0.550.